From a dataset of Peptide-MHC class I binding affinity with 185,985 pairs from IEDB/IMGT. Regression. Given a peptide amino acid sequence and an MHC pseudo amino acid sequence, predict their binding affinity value. This is MHC class I binding data. (1) The peptide sequence is RTLNELWFL. The MHC is HLA-A24:03 with pseudo-sequence HLA-A24:03. The binding affinity (normalized) is 0.876. (2) The peptide sequence is HTAEIQQFF. The MHC is HLA-A69:01 with pseudo-sequence HLA-A69:01. The binding affinity (normalized) is 0.677.